From a dataset of Reaction yield outcomes from USPTO patents with 853,638 reactions. Predict the reaction yield, written as a fraction of the theoretical maximum amount of product (1.0 means a 100% yield; for example, 0.34 means a 34% yield). (1) The reactants are I[C:2]1[CH:3]=[C:4]([CH:8]=[C:9]([N+:11]([O-:13])=[O:12])[CH:10]=1)[C:5]([OH:7])=[O:6].B(O)(O)[C:15]1[CH:16]=[CH:17][C:18]([CH3:21])=[CH:19][CH:20]=1.C([O-])([O-])=O.[Cs+].[Cs+].[OH-].[Na+]. The catalyst is C1(C)C=CC=CC=1.C(O)C.O.C1C=CC([P]([Pd]([P](C2C=CC=CC=2)(C2C=CC=CC=2)C2C=CC=CC=2)([P](C2C=CC=CC=2)(C2C=CC=CC=2)C2C=CC=CC=2)[P](C2C=CC=CC=2)(C2C=CC=CC=2)C2C=CC=CC=2)(C2C=CC=CC=2)C2C=CC=CC=2)=CC=1. The product is [CH3:21][C:18]1[CH:19]=[CH:20][C:15]([C:2]2[CH:10]=[C:9]([N+:11]([O-:13])=[O:12])[CH:8]=[C:4]([C:5]([OH:7])=[O:6])[CH:3]=2)=[CH:16][CH:17]=1. The yield is 0.972. (2) The reactants are [CH3:1]C(C)([O-])C.[K+].[CH3:7][O:8][CH2:9][CH2:10][C:11]1[NH:15][C:14]([C:16]([O:18][CH2:19][CH3:20])=[O:17])=[C:13]([C:21]2[CH:26]=[CH:25][CH:24]=[CH:23][CH:22]=2)[C:12]=1[C:27]([O:29][CH2:30][CH3:31])=[O:28].CI.[Cl-].[NH4+]. The catalyst is CS(C)=O. The product is [CH3:7][O:8][CH2:9][CH2:10][C:11]1[N:15]([CH3:1])[C:14]([C:16]([O:18][CH2:19][CH3:20])=[O:17])=[C:13]([C:21]2[CH:26]=[CH:25][CH:24]=[CH:23][CH:22]=2)[C:12]=1[C:27]([O:29][CH2:30][CH3:31])=[O:28]. The yield is 0.720. (3) The reactants are [F:1][C:2]1[CH:3]=[C:4]2[C:9](=[CH:10][CH:11]=1)[CH2:8][N:7]([CH2:12][CH2:13][NH2:14])[CH:6]([CH2:15][C:16]1[CH:21]=[CH:20][C:19]([F:22])=[CH:18][CH:17]=1)[CH2:5]2.[CH2:23]([C:25]1[CH:30]=[C:29]([CH2:31]OS(C)(=O)=O)[CH:28]=[CH:27][N:26]=1)[CH3:24].C(=O)([O-])[O-].[K+].[K+]. The catalyst is C(#N)C. The product is [CH2:23]([C:25]1[CH:30]=[C:29]([CH2:31][NH:14][CH2:13][CH2:12][N:7]2[CH:6]([CH2:15][C:16]3[CH:17]=[CH:18][C:19]([F:22])=[CH:20][CH:21]=3)[CH2:5][C:4]3[C:9](=[CH:10][CH:11]=[C:2]([F:1])[CH:3]=3)[CH2:8]2)[CH:28]=[CH:27][N:26]=1)[CH3:24]. The yield is 0.280. (4) The reactants are [C:1]([O:4][C:5]1[C:26]2[C:21](=[CH:22][CH:23]=[CH:24][CH:25]=2)[C:8]2[O:9][CH:10]=[C:11]([C:12]3[CH:17]=[CH:16][C:15]([CH:18]([CH3:20])[CH3:19])=[CH:14][CH:13]=3)[C:7]=2[C:6]=1[CH3:27])(=[O:3])[CH3:2]. The catalyst is CCCCCC.C(OCC)(=O)C. The product is [C:1]([O:4][C:5]1[C:26]2[C:21](=[CH:22][CH:23]=[CH:24][CH:25]=2)[C:8]2[O:9][CH2:10][CH:11]([C:12]3[CH:13]=[CH:14][C:15]([CH:18]([CH3:20])[CH3:19])=[CH:16][CH:17]=3)[C:7]=2[C:6]=1[CH3:27])(=[O:3])[CH3:2]. The yield is 0.740. (5) The reactants are [CH3:1][CH:2]([CH3:10])[C:3](=O)[CH2:4][C:5]([O:7][CH3:8])=[O:6].[CH3:11]OC(OC)N(C)C.Cl.[CH3:20][O:21][C:22]1[CH:27]=[CH:26][C:25]([NH:28][NH2:29])=[CH:24][CH:23]=1. No catalyst specified. The product is [CH3:20][O:21][C:22]1[CH:27]=[CH:26][C:25]([N:28]2[CH:11]=[C:4]([C:5]([O:7][CH3:8])=[O:6])[C:3]([CH:2]([CH3:10])[CH3:1])=[N:29]2)=[CH:24][CH:23]=1. The yield is 0.510. (6) The reactants are [C:1]([O:5][C:6]([N:8]1[CH2:13][CH2:12][CH:11]([NH:14][C:15]2[C:20]([N+:21]([O-])=O)=[CH:19][N:18]=[C:17]3[N:24]([S:27]([C:30]4[CH:35]=[CH:34][CH:33]=[CH:32][CH:31]=4)(=[O:29])=[O:28])[CH:25]=[CH:26][C:16]=23)[CH2:10][CH2:9]1)=[O:7])([CH3:4])([CH3:3])[CH3:2].C1COCC1.C(O)C.CCOCC. The catalyst is [Pd].C(Cl)Cl. The product is [C:1]([O:5][C:6]([N:8]1[CH2:9][CH2:10][CH:11]([NH:14][C:15]2[C:20]([NH2:21])=[CH:19][N:18]=[C:17]3[N:24]([S:27]([C:30]4[CH:35]=[CH:34][CH:33]=[CH:32][CH:31]=4)(=[O:28])=[O:29])[CH:25]=[CH:26][C:16]=23)[CH2:12][CH2:13]1)=[O:7])([CH3:4])([CH3:2])[CH3:3]. The yield is 0.690. (7) The reactants are N1C=CC=[C:3]([NH:7][C:8](=[S:30])[O:9][CH2:10]/[CH:11]=[C:12](\[CH3:29])/[CH2:13][CH2:14]/[CH:15]=[C:16](\[CH3:28])/[CH2:17][CH2:18]/[CH:19]=[C:20](\[CH3:27])/[CH2:21]CC=C(C)C)C=1.C(O)/C=C(/CC/C=C(/CCC=C(C)C)\C)\C.CSN=C=O. No catalyst specified. The product is [CH3:3][NH:7][C:8](=[S:30])[O:9][CH2:10]/[CH:11]=[C:12](\[CH3:29])/[CH2:13][CH2:14]/[CH:15]=[C:16](\[CH3:28])/[CH2:17][CH2:18][CH:19]=[C:20]([CH3:21])[CH3:27]. The yield is 0.470. (8) The product is [C:15]([O:20][CH:11]1[C@:10]([O:21][C:18](=[O:19])[CH3:13])([CH2:9][O:8][CH2:1][C:2]2[CH:3]=[CH:4][CH:5]=[CH:6][CH:7]=2)[C@@H:15]([O:16][C:11](=[O:12])[CH3:10])[C@H:14]([O:17][C:1](=[O:8])[CH3:2])[C@@H:13]([CH2:18][O:19][C:26](=[O:27])[CH3:28])[O:12]1)(=[O:16])[CH3:14]. The yield is 0.240. The reactants are [CH2:1]([O:8][CH2:9][C@:10]1([OH:21])[C@@H:15]([OH:16])[C@H:14]([OH:17])[C@@H:13]([CH2:18][OH:19])[O:12][CH:11]1[OH:20])[C:2]1[CH:7]=[CH:6][CH:5]=[CH:4][CH:3]=1.CC(O[C:26]([CH3:28])=[O:27])=O. The catalyst is N1C=CC=CC=1.CN(C1C=CN=CC=1)C.